From a dataset of Forward reaction prediction with 1.9M reactions from USPTO patents (1976-2016). Predict the product of the given reaction. Given the reactants [CH2:1]([O:3][C:4](=[O:17])[CH2:5][C:6]1[C:15]2[C:10](=[CH:11][CH:12]=[CH:13][CH:14]=2)[CH:9]=[C:8](Cl)[N:7]=1)[CH3:2].[CH2:18]([N:25]1[CH2:32][CH2:31][NH:30][CH2:29][C:26]21[CH2:28][CH2:27]2)[C:19]1[CH:24]=[CH:23][CH:22]=[CH:21][CH:20]=1.CC([O-])(C)C.[Na+].C1C=CC(P(C2C(C3C(P(C4C=CC=CC=4)C4C=CC=CC=4)=CC=C4C=3C=CC=C4)=C3C(C=CC=C3)=CC=2)C2C=CC=CC=2)=CC=1, predict the reaction product. The product is: [CH2:1]([O:3][C:4](=[O:17])[CH2:5][C:6]1[C:15]2[C:10](=[CH:11][CH:12]=[CH:13][CH:14]=2)[CH:9]=[C:8]([N:30]2[CH2:29][C:26]3([CH2:28][CH2:27]3)[N:25]([CH2:18][C:19]3[CH:24]=[CH:23][CH:22]=[CH:21][CH:20]=3)[CH2:32][CH2:31]2)[N:7]=1)[CH3:2].